Dataset: Forward reaction prediction with 1.9M reactions from USPTO patents (1976-2016). Task: Predict the product of the given reaction. (1) The product is: [ClH:33].[C:1]([C@@:3]1([CH2:31][CH3:32])[CH2:7][CH2:6][N:5]([C:8]2[CH:13]=[CH:12][N:11]=[C:10]([NH:14][C:15]3[CH:16]=[N:17][N:18]([C:20]([CH3:28])([CH3:29])[C:21]([OH:23])=[O:22])[CH:19]=3)[N:9]=2)[C:4]1=[O:30])#[N:2]. Given the reactants [C:1]([C@@:3]1([CH2:31][CH3:32])[CH2:7][CH2:6][N:5]([C:8]2[CH:13]=[CH:12][N:11]=[C:10]([NH:14][C:15]3[CH:16]=[N:17][N:18]([C:20]([CH3:29])([CH3:28])[C:21]([O:23]C(C)(C)C)=[O:22])[CH:19]=3)[N:9]=2)[C:4]1=[O:30])#[N:2].[ClH:33], predict the reaction product. (2) Given the reactants O.[OH-].[Li+].C[O:5][C:6](=[O:22])[C:7]1[CH:12]=[CH:11][CH:10]=[C:9]([CH2:13][N:14]2[C:19](=[O:20])[CH:18]=[CH:17][C:16]([Cl:21])=[N:15]2)[CH:8]=1, predict the reaction product. The product is: [Cl:21][C:16]1[CH:17]=[CH:18][C:19](=[O:20])[N:14]([CH2:13][C:9]2[CH:8]=[C:7]([CH:12]=[CH:11][CH:10]=2)[C:6]([OH:22])=[O:5])[N:15]=1. (3) Given the reactants [Cl:1][C:2]1[CH:7]=[C:6]([Cl:8])[CH:5]=[CH:4][C:3]=1[C:9]1[C:10]([N+:16]([O-:18])=[O:17])=[N:11][CH:12]=[C:13](Br)[N:14]=1.[NH2:19][CH2:20][CH2:21][N:22](C)[C:23]1[CH:28]=[CH:27][C:26]([N+:29]([O-:31])=[O:30])=[CH:25][N:24]=1.[CH:33](N(C(C)C)CC)(C)C, predict the reaction product. The product is: [Cl:1][C:2]1[CH:7]=[C:6]([Cl:8])[CH:5]=[CH:4][C:3]=1[C:9]1[N:14]=[C:13]([N:19]([CH3:33])[CH2:20][CH2:21][NH:22][C:23]2[CH:28]=[CH:27][C:26]([N+:29]([O-:31])=[O:30])=[CH:25][N:24]=2)[CH:12]=[N:11][C:10]=1[N+:16]([O-:18])=[O:17]. (4) Given the reactants [OH:1][C:2]1[CH:10]=[CH:9][C:5]([C:6](O)=[O:7])=[CH:4][N:3]=1.C(Cl)CCl.C1C=CC2N(O)N=[N:21]C=2C=1.N1C2C=CC=CC=2N=C1CNCCCCNC1C2N=CC=CC=2CCC1, predict the reaction product. The product is: [OH:1][C:2]1[CH:10]=[CH:9][C:5]([C:6]([NH2:21])=[O:7])=[CH:4][N:3]=1. (5) Given the reactants [Cl:1][C:2]1[CH:7]=[CH:6][CH:5]=[CH:4][CH:3]=1.[C:8](Cl)(=[O:11])[CH:9]=[CH2:10].[Cl-].[Al+3].[Cl-].[Cl-], predict the reaction product. The product is: [Cl:1][C:2]1[CH:7]=[CH:6][C:5]([C:8](=[O:11])[CH:9]=[CH2:10])=[CH:4][CH:3]=1. (6) The product is: [CH3:5][C:7]1[CH:12]=[CH:11][C:10]([C:13]([C:24]2[CH:29]=[CH:28][CH:27]=[CH:26][CH:25]=2)=[C:14]2[CH2:19][C:18]([CH3:20])([CH3:21])[CH2:17][C:16]([CH3:23])([CH3:22])[CH2:15]2)=[CH:9][C:8]=1[O:30][CH2:2][C:3]#[N:4]. Given the reactants Br[CH2:2][C:3]#[N:4].[CH2:5]([C:7]1[CH:12]=[CH:11][C:10]([C:13]([C:24]2[CH:29]=[CH:28][CH:27]=[CH:26][CH:25]=2)=[C:14]2[CH2:19][C:18]([CH3:21])([CH3:20])[CH2:17][C:16]([CH3:23])([CH3:22])[CH2:15]2)=[CH:9][C:8]=1[OH:30])C.C([O-])([O-])=O.[K+].[K+], predict the reaction product. (7) Given the reactants Br[C:2]1[CH:7]=[CH:6][CH:5]=[C:4]([C:8]([F:11])([F:10])[F:9])[CH:3]=1.[F:12][C:13]([F:23])([F:22])[C:14]1[CH:15]=[C:16]([CH:19]=[CH:20][CH:21]=1)[CH:17]=[O:18].[Li]CCCC, predict the reaction product. The product is: [F:9][C:8]([F:11])([F:10])[C:4]1[CH:3]=[C:2]([CH:17]([C:16]2[CH:19]=[CH:20][CH:21]=[C:14]([C:13]([F:12])([F:22])[F:23])[CH:15]=2)[OH:18])[CH:7]=[CH:6][CH:5]=1. (8) Given the reactants N1[CH:6]=[CH:5][CH:4]=NN=1.[N+]([C:10]1[CH:15]=[CH:14][CH:13]=[CH:12][CH:11]=1)([O-])=O.[OH-:16].[Na+].C[OH:19], predict the reaction product. The product is: [O:16]1[C:10]2[C:15](=[CH:14][CH:13]=[CH:12][CH:11]=2)[CH:6]=[CH:5][C:4]1=[O:19]. (9) Given the reactants Cl[C:2]1[C:7]([C:8]([O:10][CH2:11][CH3:12])=[O:9])=[CH:6][N:5]=[C:4]([Cl:13])[CH:3]=1.[I:14][C:15]1[CH:21]=[CH:20][C:18]([NH2:19])=[C:17]([CH3:22])[CH:16]=1.[Li+].C[Si]([N-][Si](C)(C)C)(C)C, predict the reaction product. The product is: [I:14][C:15]1[CH:21]=[CH:20][C:18]([NH:19][C:2]2[C:7]([C:8]([O:10][CH2:11][CH3:12])=[O:9])=[CH:6][N:5]=[C:4]([Cl:13])[CH:3]=2)=[C:17]([CH3:22])[CH:16]=1. (10) Given the reactants C([S:4][C:5]1([CH2:16][CH:17]=[O:18])[CH2:8][N:7]([C:9]([O:11][C:12]([CH3:15])([CH3:14])[CH3:13])=[O:10])[CH2:6]1)(=O)C.[H-].[H-].[H-].[H-].[Li+].[Al+3], predict the reaction product. The product is: [OH:18][CH2:17][CH2:16][C:5]1([SH:4])[CH2:6][N:7]([C:9]([O:11][C:12]([CH3:14])([CH3:13])[CH3:15])=[O:10])[CH2:8]1.